This data is from Catalyst prediction with 721,799 reactions and 888 catalyst types from USPTO. The task is: Predict which catalyst facilitates the given reaction. (1) Reactant: [OH:1][CH:2]([CH2:29][CH2:30][CH3:31])[C:3]#[C:4][C:5]1[C:6]([F:28])=[C:7]([F:27])[C:8]([F:26])=[C:9]([C@H:11]2[CH2:16][CH2:15][C@H:14]([C@H:17]3[CH2:22][CH2:21][C@H:20]([CH2:23][CH2:24][CH3:25])[CH2:19][CH2:18]3)[CH2:13][CH2:12]2)[CH:10]=1.[H][H]. The catalyst class is: 349. Product: [OH:1][CH:2]([CH2:29][CH2:30][CH3:31])[CH2:3][CH2:4][C:5]1[C:6]([F:28])=[C:7]([F:27])[C:8]([F:26])=[C:9]([C@H:11]2[CH2:12][CH2:13][C@H:14]([C@H:17]3[CH2:22][CH2:21][C@H:20]([CH2:23][CH2:24][CH3:25])[CH2:19][CH2:18]3)[CH2:15][CH2:16]2)[CH:10]=1. (2) Reactant: [F:1][C:2]([F:35])([F:34])[C:3]([C:9]1[CH:10]=[C:11](/[CH:15]=[C:16]2/[C:17](=[O:33])[C:18]3[C:23]([CH2:24]/2)=[CH:22][C:21]([N:25]2[CH2:30][CH2:29][O:28][CH2:27][CH2:26]2)=[C:20]([O:31][CH3:32])[CH:19]=3)[CH:12]=[N:13][CH:14]=1)([OH:8])[C:4]([F:7])([F:6])[F:5]. Product: [F:34][C:2]([F:1])([F:35])[C:3]([C:9]1[CH:10]=[C:11]([CH2:15][CH:16]2[CH2:24][C:23]3[C:18](=[CH:19][C:20]([O:31][CH3:32])=[C:21]([N:25]4[CH2:30][CH2:29][O:28][CH2:27][CH2:26]4)[CH:22]=3)[C:17]2=[O:33])[CH:12]=[N:13][CH:14]=1)([OH:8])[C:4]([F:7])([F:6])[F:5]. The catalyst class is: 19.